Task: Predict the product of the given reaction.. Dataset: Forward reaction prediction with 1.9M reactions from USPTO patents (1976-2016) (1) Given the reactants [F-].C([N+](CCCC)(CCCC)CCCC)CCC.[Br:19][C:20]1[CH:25]=[CH:24][C:23]([C:26](=[O:31])[C:27]([F:30])([F:29])[F:28])=[CH:22][C:21]=1[O:32][CH:33]([F:35])[F:34].C[Si](C)(C)[C:38]([F:41])([F:40])[F:39], predict the reaction product. The product is: [Br:19][C:20]1[CH:25]=[CH:24][C:23]([C:26]([OH:31])([C:38]([F:41])([F:40])[F:39])[C:27]([F:30])([F:29])[F:28])=[CH:22][C:21]=1[O:32][CH:33]([F:34])[F:35]. (2) Given the reactants [NH2:1][C:2]1[CH:3]=[C:4]([C@@H:9]2[CH2:13][NH:12][C:11](=[O:14])[CH2:10]2)[CH:5]=[CH:6][C:7]=1[Cl:8].C(N(C(C)C)CC)(C)C.[Cl:24][C:25]1[CH:26]=[C:27]([S:32](Cl)(=[O:34])=[O:33])[CH:28]=[CH:29][C:30]=1[Cl:31].Cl.Cl.NC[C@@H](C1C=CC(Cl)=C(Br)C=1)CC(O)=[O:43], predict the reaction product. The product is: [NH2:12][CH2:13][C@@H:9]([C:4]1[CH:5]=[CH:6][C:7]([Cl:8])=[C:2]([NH:1][S:32]([C:27]2[CH:28]=[CH:29][C:30]([Cl:31])=[C:25]([Cl:24])[CH:26]=2)(=[O:34])=[O:33])[CH:3]=1)[CH2:10][C:11]([OH:14])=[O:43]. (3) The product is: [OH:14][C:13]([CH2:12][S:9]([C:6]1[CH:7]=[CH:8][C:3]([O:2][CH3:1])=[CH:4][CH:5]=1)(=[O:11])=[O:10])([CH2:15][NH:37][C:30]([C:31]1[CH:36]=[CH:35][CH:34]=[CH:33][CH:32]=1)=[O:27])[C:16]([O:18][CH2:19][CH3:20])=[O:17]. Given the reactants [CH3:1][O:2][C:3]1[CH:8]=[CH:7][C:6]([S:9]([CH2:12][C:13]2([C:16]([O:18][CH2:19][CH3:20])=[O:17])[CH2:15][O:14]2)(=[O:11])=[O:10])=[CH:5][CH:4]=1.B(F)(F)F.CC[O:27]CC.[C:30](#[N:37])[C:31]1[CH:36]=[CH:35][CH:34]=[CH:33][CH:32]=1.C(O)(=O)C(O)=O, predict the reaction product. (4) The product is: [CH3:12][O:13][C:14]1[CH:15]=[CH:16][C:17]([CH2:20][N:21]2[C:29]3[CH:28]=[CH:27][CH:26]=[C:25]([N:30]([CH3:39])[C:31]4[CH:36]=[CH:35][N:34]=[C:33]([S:41]([CH3:2])(=[O:44])=[O:42])[N:32]=4)[C:24]=3[C:23]([CH3:40])=[N:22]2)=[CH:18][CH:19]=1. Given the reactants Cl[C:2]1C=CC=C(C(OO)=O)C=1.[CH3:12][O:13][C:14]1[CH:19]=[CH:18][C:17]([CH2:20][N:21]2[C:29]3[CH:28]=[CH:27][CH:26]=[C:25]([N:30]([CH3:39])[C:31]4[CH:36]=[CH:35][N:34]=[C:33](SC)[N:32]=4)[C:24]=3[C:23]([CH3:40])=[N:22]2)=[CH:16][CH:15]=1.[S:41](S([O-])=O)([O-:44])(=O)=[O:42].[Na+].[Na+], predict the reaction product. (5) Given the reactants [CH3:1][CH:2]([C:7]1[CH:8]=[CH:9][C:10]([NH:13][C:14](=[O:31])[CH:15]([NH:19][C:20](=[O:30])[CH2:21][C:22]2[CH:27]=[C:26]([F:28])[CH:25]=[C:24]([F:29])[CH:23]=2)[CH2:16][CH2:17][CH3:18])=[N:11][CH:12]=1)[CH2:3][C:4](=O)[CH3:5].CN.C1COCC1.C([O-])(=O)C.[Na+].[BH3-][C:45]#[N:46].[Na+], predict the reaction product. The product is: [CH3:1][CH:2]([C:7]1[CH:8]=[CH:9][C:10]([NH:13][C:14](=[O:31])[CH:15]([NH:19][C:20](=[O:30])[CH2:21][C:22]2[CH:27]=[C:26]([F:28])[CH:25]=[C:24]([F:29])[CH:23]=2)[CH2:16][CH2:17][CH3:18])=[N:11][CH:12]=1)[CH2:3][CH:4]([NH:46][CH3:45])[CH3:5].